From a dataset of Catalyst prediction with 721,799 reactions and 888 catalyst types from USPTO. Predict which catalyst facilitates the given reaction. (1) Reactant: [Br:1][C:2]1[C:10]2[NH:9][C:8]3[CH:11]4CCN([CH2:15][C:7]=3[C:6]=2[CH:5]=[CH:4][CH:3]=1)CC4. Product: [Br:1][C:2]1[CH:3]=[CH:4][CH:5]=[C:6]2[C:10]=1[NH:9][C:8]1[CH2:11][N:9]3[CH2:10][CH2:6][CH:15]([C:7]2=1)[CH2:7][CH2:8]3. The catalyst class is: 16. (2) Reactant: [CH:1]([N:5]1[C:13]2[CH:12]=[C:11](Cl)[N:10]=[CH:9][C:8]=2[C:7]([N:15]2[CH2:20][CH2:19][NH:18][C:17](=[O:21])[CH2:16]2)=[N:6]1)([CH2:3][CH3:4])[CH3:2].[NH2:22][C:23]1[CH:28]=[CH:27][N:26]=[C:25]([N:29]2[CH2:34][CH2:33][C:32]([CH3:36])([OH:35])[CH2:31][CH2:30]2)[N:24]=1.C1(P(C2CCCCC2)C2C(OC)=CC=C(OC)C=2C2C(C(C)C)=CC(C(C)C)=CC=2C(C)C)CCCCC1.C(=O)([O-])[O-].[Cs+].[Cs+]. Product: [CH:1]([N:5]1[C:13]2[CH:12]=[C:11]([NH:22][C:23]3[CH:28]=[CH:27][N:26]=[C:25]([N:29]4[CH2:30][CH2:31][C:32]([OH:35])([CH3:36])[CH2:33][CH2:34]4)[N:24]=3)[N:10]=[CH:9][C:8]=2[C:7]([N:15]2[CH2:20][CH2:19][NH:18][C:17](=[O:21])[CH2:16]2)=[N:6]1)([CH2:3][CH3:4])[CH3:2]. The catalyst class is: 12. (3) Reactant: O=P(Cl)(Cl)Cl.CN(C)[CH:8]=[O:9].[OH:11][S:12]([C:15]([F:18])([F:17])[F:16])(=[O:14])=[O:13].[CH3:19][N:20]1[C:29]2[C:24](=[CH:25][CH:26]=[CH:27][CH:28]=2)[CH:23]=[CH:22][CH:21]1[CH:30]=[CH:31][C:32]1[N:33]([CH3:37])[CH:34]=[CH:35][CH:36]=1. Product: [OH:14][S:12]([C:15]([F:18])([F:17])[F:16])(=[O:13])=[O:11].[CH3:19][N:20]1[C:29]2[C:24](=[CH:25][CH:26]=[CH:27][CH:28]=2)[CH:23]=[CH:22][CH:21]1[CH:30]=[CH:31][C:32]1[N:33]([CH3:37])[C:34]([CH:8]=[O:9])=[CH:35][CH:36]=1. The catalyst class is: 10. (4) Reactant: Cl.[Cl:2][C:3]1[NH:7][C:6]([C:8]2[CH:13]=[CH:12][C:11]([NH:14][C:15](=[O:57])[C@@H:16]([NH:39][C:40]([C@H:42]3[CH2:47][CH2:46][C@H:45]([CH2:48][NH:49]C(=O)OC(C)(C)C)[CH2:44][CH2:43]3)=[O:41])[CH2:17][C:18]3[CH:19]=[C:20]([C:24]4[CH:29]=[CH:28][CH:27]=[C:26]([C:30]([N:32]5[CH2:37][CH2:36][N:35]([CH3:38])[CH2:34][CH2:33]5)=[O:31])[CH:25]=4)[CH:21]=[CH:22][CH:23]=3)=[CH:10][CH:9]=2)=[N:5][N:4]=1.C(#N)C. Product: [ClH:2].[NH2:49][CH2:48][C@H:45]1[CH2:46][CH2:47][C@H:42]([C:40]([NH:39][C@@H:16]([CH2:17][C:18]2[CH:19]=[C:20]([C:24]3[CH:29]=[CH:28][CH:27]=[C:26]([C:30]([N:32]4[CH2:33][CH2:34][N:35]([CH3:38])[CH2:36][CH2:37]4)=[O:31])[CH:25]=3)[CH:21]=[CH:22][CH:23]=2)[C:15]([NH:14][C:11]2[CH:12]=[CH:13][C:8]([C:6]3[NH:7][C:3]([Cl:2])=[N:4][N:5]=3)=[CH:9][CH:10]=2)=[O:57])=[O:41])[CH2:43][CH2:44]1. The catalyst class is: 12. (5) Reactant: [F:1][C:2]1[CH:7]=[CH:6][C:5](B(O)O)=[CH:4][C:3]=1[C:11]([F:14])([F:13])[F:12].Br[C:16]1[CH:21]=[CH:20][N:19]=[C:18]([CH3:22])[CH:17]=1.C(=O)([O-])[O-].[K+].[K+]. Product: [F:1][C:2]1[CH:7]=[CH:6][C:5]([C:16]2[CH:21]=[CH:20][N:19]=[C:18]([CH3:22])[CH:17]=2)=[CH:4][C:3]=1[C:11]([F:14])([F:13])[F:12]. The catalyst class is: 11. (6) Reactant: [CH3:1][N:2]1[CH:6]=[C:5]([C:7]2[CH:12]=[CH:11][C:10]([C:13]3[C:22]4[C:17](=[CH:18][CH:19]=[C:20]([NH2:23])[CH:21]=4)[CH:16]=[N:15][CH:14]=3)=[CH:9][CH:8]=2)[CH:4]=[N:3]1.C(N(CC)C(C)C)(C)C.[CH3:33][S:34](Cl)(=[O:36])=[O:35]. Product: [CH3:33][S:34]([N:23]([C:20]1[CH:21]=[C:22]2[C:17](=[CH:18][CH:19]=1)[CH:16]=[N:15][CH:14]=[C:13]2[C:10]1[CH:11]=[CH:12][C:7]([C:5]2[CH:4]=[N:3][N:2]([CH3:1])[CH:6]=2)=[CH:8][CH:9]=1)[S:34]([CH3:33])(=[O:36])=[O:35])(=[O:36])=[O:35]. The catalyst class is: 4. (7) Reactant: [Cl:1][C:2]1[CH:3]=[C:4]2[C:9](=[CH:10][CH:11]=1)[C:8](=[O:12])[N:7]([CH2:13][C:14]1[CH:19]=[CH:18][C:17]([S:20]([CH3:23])(=[O:22])=[O:21])=[CH:16][CH:15]=1)[C:6]([CH:24]=[O:25])=[C:5]2[C:26]1[CH:31]=[CH:30][CH:29]=[CH:28][CH:27]=1.[CH2:32]([Mg]Cl)[CH2:33][CH3:34].C(OCC)(=O)C.C(OC(C)C)(C)C. Product: [Cl:1][C:2]1[CH:3]=[C:4]2[C:9](=[CH:10][CH:11]=1)[C:8](=[O:12])[N:7]([CH2:13][C:14]1[CH:15]=[CH:16][C:17]([S:20]([CH3:23])(=[O:21])=[O:22])=[CH:18][CH:19]=1)[C:6]([CH:24]([OH:25])[CH2:32][CH2:33][CH3:34])=[C:5]2[C:26]1[CH:27]=[CH:28][CH:29]=[CH:30][CH:31]=1. The catalyst class is: 27.